From a dataset of Orexin1 receptor HTS with 218,158 compounds and 233 confirmed actives. Binary Classification. Given a drug SMILES string, predict its activity (active/inactive) in a high-throughput screening assay against a specified biological target. (1) The molecule is Clc1c(S(=O)(=O)Cc2oc(C(=O)NCCN(C(C)C)Cc3ccccc3)cc2)c(Cl)ccc1. The result is 0 (inactive). (2) The compound is Clc1c(N2CCN(S(=O)(=O)N3CCCCC3)CC2)cc(Cl)cc1. The result is 0 (inactive). (3) The drug is O(C1CCN(CC1)C(=O)CCOC)c1ccc(cc1)C(=O)N(Cc1onc(c1)C)C. The result is 0 (inactive). (4) The compound is Clc1ccc(C(=O)NCCCC(=O)NCc2cc(OC)ccc2)cc1. The result is 0 (inactive). (5) The molecule is S(c1c2c(n(c(=O)c1)C)cccc2)CC(=O)NCCc1cc(OCC)c(OCC)cc1. The result is 0 (inactive).